Dataset: Catalyst prediction with 721,799 reactions and 888 catalyst types from USPTO. Task: Predict which catalyst facilitates the given reaction. (1) Reactant: [O:1]1[C:5]2[CH:6]=[CH:7][C:8]([C:10]3[CH:15]=[CH:14][C:13]([N:16]4[C:20]([CH2:21][C@@H:22]5[CH2:26][CH2:25][N:24]([C:27]([CH:29]6[CH2:31][CH2:30]6)=[O:28])[CH2:23]5)=[N:19][NH:18][C:17]4=[O:32])=[CH:12][CH:11]=3)=[CH:9][C:4]=2[CH:3]=[CH:2]1.C(=O)([O-])[O-].[K+].[K+].I[CH:40]([CH3:42])[CH3:41].ClCCl. Product: [O:1]1[C:5]2[CH:6]=[CH:7][C:8]([C:10]3[CH:11]=[CH:12][C:13]([N:16]4[C:20]([CH2:21][C@@H:22]5[CH2:26][CH2:25][N:24]([C:27]([CH:29]6[CH2:30][CH2:31]6)=[O:28])[CH2:23]5)=[N:19][N:18]([CH:40]([CH3:42])[CH3:41])[C:17]4=[O:32])=[CH:14][CH:15]=3)=[CH:9][C:4]=2[CH:3]=[CH:2]1. The catalyst class is: 35. (2) Reactant: [CH3:1][N:2]1[CH:6]=[C:5]([C:7]2[CH:8]=[CH:9][C:10]3[N:11]([C:13]([SH:16])=[N:14][N:15]=3)[CH:12]=2)[CH:4]=[N:3]1.Br[C:18]1[CH:19]=[C:20]2[C:25](=[CH:26][CH:27]=1)[N:24]=[CH:23][C:22]([C:28]1[CH:29]=[N:30][N:31]([CH3:33])[CH:32]=1)=[C:21]2[Cl:34].C1(P(C2C=CC=CC=2)C2C3OC4C(=CC=CC=4P(C4C=CC=CC=4)C4C=CC=CC=4)C(C)(C)C=3C=CC=2)C=CC=CC=1.C(N(CC)C(C)C)(C)C. Product: [Cl:34][C:21]1[C:20]2[C:25](=[CH:26][CH:27]=[C:18]([S:16][C:13]3[N:11]4[CH:12]=[C:7]([C:5]5[CH:4]=[N:3][N:2]([CH3:1])[CH:6]=5)[CH:8]=[CH:9][C:10]4=[N:15][N:14]=3)[CH:19]=2)[N:24]=[CH:23][C:22]=1[C:28]1[CH:29]=[N:30][N:31]([CH3:33])[CH:32]=1. The catalyst class is: 62. (3) Reactant: [O:1]1[CH2:5][CH2:4][O:3][CH:2]1[C:6]1[CH:7]=[CH:8][C:9]2[O:13][C:12]([C:14]([C:16]3[CH:21]=[CH:20][C:19]([F:22])=[CH:18][CH:17]=3)=O)=[CH:11][C:10]=2[CH:23]=1.O.NN.[OH-].[K+].[Na+].[Cl-]. The catalyst class is: 196. Product: [O:1]1[CH2:5][CH2:4][O:3][CH:2]1[C:6]1[CH:7]=[CH:8][C:9]2[O:13][C:12]([CH2:14][C:16]3[CH:21]=[CH:20][C:19]([F:22])=[CH:18][CH:17]=3)=[CH:11][C:10]=2[CH:23]=1. (4) The catalyst class is: 9. Product: [F:1][C:2]1[CH:3]=[CH:4][C:5]([C:8]2[C:17]([C:18]3[CH:23]=[CH:22][C:21]([F:24])=[CH:20][CH:19]=3)=[N:16][C:15]3[C:10](=[CH:11][CH:12]=[C:13]([C:25]4[NH:29][N:28]=[N:27][N:26]=4)[CH:14]=3)[N:9]=2)=[CH:6][CH:7]=1. Reactant: [F:1][C:2]1[CH:7]=[CH:6][C:5]([C:8]2[C:17]([C:18]3[CH:23]=[CH:22][C:21]([F:24])=[CH:20][CH:19]=3)=[N:16][C:15]3[C:10](=[CH:11][CH:12]=[C:13]([C:25]#[N:26])[CH:14]=3)[N:9]=2)=[CH:4][CH:3]=1.[N-:27]=[N+:28]=[N-:29].[Na+].[NH4+].[Cl-].